Task: Regression. Given two drug SMILES strings and cell line genomic features, predict the synergy score measuring deviation from expected non-interaction effect.. Dataset: NCI-60 drug combinations with 297,098 pairs across 59 cell lines (1) Drug 1: CN1C(=O)N2C=NC(=C2N=N1)C(=O)N. Drug 2: COCCOC1=C(C=C2C(=C1)C(=NC=N2)NC3=CC=CC(=C3)C#C)OCCOC.Cl. Cell line: A498. Synergy scores: CSS=21.2, Synergy_ZIP=-4.03, Synergy_Bliss=-2.56, Synergy_Loewe=-9.62, Synergy_HSA=-1.56. (2) Drug 1: C1=NC(=NC(=O)N1C2C(C(C(O2)CO)O)O)N. Drug 2: CS(=O)(=O)OCCCCOS(=O)(=O)C. Cell line: NCI-H460. Synergy scores: CSS=72.0, Synergy_ZIP=-1.37, Synergy_Bliss=0.731, Synergy_Loewe=-16.0, Synergy_HSA=2.64. (3) Drug 2: C1CNP(=O)(OC1)N(CCCl)CCCl. Drug 1: C1=CC(=CC=C1C#N)C(C2=CC=C(C=C2)C#N)N3C=NC=N3. Synergy scores: CSS=3.29, Synergy_ZIP=-0.919, Synergy_Bliss=-0.00717, Synergy_Loewe=-5.45, Synergy_HSA=-3.81. Cell line: HT29. (4) Drug 1: CC1OCC2C(O1)C(C(C(O2)OC3C4COC(=O)C4C(C5=CC6=C(C=C35)OCO6)C7=CC(=C(C(=C7)OC)O)OC)O)O. Drug 2: C(CC(=O)O)C(=O)CN.Cl. Cell line: CCRF-CEM. Synergy scores: CSS=59.2, Synergy_ZIP=-5.84, Synergy_Bliss=-4.55, Synergy_Loewe=-16.4, Synergy_HSA=-1.31. (5) Drug 1: C(=O)(N)NO. Drug 2: CNC(=O)C1=NC=CC(=C1)OC2=CC=C(C=C2)NC(=O)NC3=CC(=C(C=C3)Cl)C(F)(F)F. Cell line: NCIH23. Synergy scores: CSS=3.79, Synergy_ZIP=0.739, Synergy_Bliss=-2.35, Synergy_Loewe=-4.57, Synergy_HSA=-7.07.